From a dataset of Acute oral toxicity (LD50) regression data from Zhu et al.. Regression/Classification. Given a drug SMILES string, predict its toxicity properties. Task type varies by dataset: regression for continuous values (e.g., LD50, hERG inhibition percentage) or binary classification for toxic/non-toxic outcomes (e.g., AMES mutagenicity, cardiotoxicity, hepatotoxicity). Dataset: ld50_zhu. (1) The molecule is CC(=O)OCC(C)OC(C)=O. The rat oral LD50 is 1.07, given as -log10 of the dose in mol/kg body weight (higher means more acutely toxic). (2) The compound is C=COCCOCCO. The rat oral LD50 is 1.43, given as -log10 of the dose in mol/kg body weight (higher means more acutely toxic). (3) The molecule is CC(C)CCCCCCCOP(Oc1ccccc1)Oc1ccccc1. The rat oral LD50 is 2.20, given as -log10 of the dose in mol/kg body weight (higher means more acutely toxic). (4) The compound is CCOP(=S)(OCC)Oc1ccc2c3c(c(=O)oc2c1)CCCC3. The rat oral LD50 is 3.74, given as -log10 of the dose in mol/kg body weight (higher means more acutely toxic). (5) The drug is NCCCOCCOCCCN. The rat oral LD50 is 1.79, given as -log10 of the dose in mol/kg body weight (higher means more acutely toxic). (6) The drug is O=C1C(CCC2CC2)C(=O)N(c2ccccc2)N1c1ccccc1. The rat oral LD50 is 2.90, given as -log10 of the dose in mol/kg body weight (higher means more acutely toxic). (7) The compound is CN1CCCC(n2nc(Cc3ccc(Cl)cc3)c3ccccc3c2=O)CC1. The rat oral LD50 is 3.09, given as -log10 of the dose in mol/kg body weight (higher means more acutely toxic). (8) The drug is COP(=S)(OC)Oc1cc(Cl)c(Cl)cc1Cl. The rat oral LD50 is 2.71, given as -log10 of the dose in mol/kg body weight (higher means more acutely toxic).